Dataset: Reaction yield outcomes from USPTO patents with 853,638 reactions. Task: Predict the reaction yield, written as a fraction of the theoretical maximum amount of product (1.0 means a 100% yield; for example, 0.34 means a 34% yield). (1) The reactants are [Br:1][C:2]1[CH:7]=[C:6]([NH:8]S(C)(=O)=O)[C:5](I)=[CH:4][N:3]=1.[C:14]([C:16]1[CH:17]=[N:18][N:19]([CH2:21][O:22][CH2:23][CH2:24][Si:25]([CH3:28])([CH3:27])[CH3:26])[CH:20]=1)#[CH:15].C(N(CC)CC)C.C1CCN2C(=NCCC2)CC1. The catalyst is CN(C=O)C.[NH4+].[Cl-].Cl[Pd](Cl)([P](C1C=CC=CC=1)(C1C=CC=CC=1)C1C=CC=CC=1)[P](C1C=CC=CC=1)(C1C=CC=CC=1)C1C=CC=CC=1.[Cu]I. The product is [Br:1][C:2]1[N:3]=[CH:4][C:5]2[CH:15]=[C:14]([C:16]3[CH:17]=[N:18][N:19]([CH2:21][O:22][CH2:23][CH2:24][Si:25]([CH3:27])([CH3:26])[CH3:28])[CH:20]=3)[NH:8][C:6]=2[CH:7]=1. The yield is 0.340. (2) The reactants are [Cl:1][C:2]1[CH:3]=[C:4]2[C:8](=[C:9]([NH:11][CH:12]3[CH2:16][CH2:15][CH2:14][CH2:13]3)[CH:10]=1)[NH:7][C:6]([C:17]1[S:18][CH2:19][C@@H:20]([CH2:22][CH2:23][C:24]([OH:26])=O)[N:21]=1)=[CH:5]2.[NH2:27][CH2:28][CH2:29][N:30]1[CH2:35][CH2:34][O:33][CH2:32][CH2:31]1. No catalyst specified. The product is [Cl:1][C:2]1[CH:3]=[C:4]2[C:8](=[C:9]([NH:11][CH:12]3[CH2:16][CH2:15][CH2:14][CH2:13]3)[CH:10]=1)[NH:7][C:6]([C:17]1[S:18][CH2:19][C@@H:20]([CH2:22][CH2:23][C:24]([NH:27][CH2:28][CH2:29][N:30]3[CH2:35][CH2:34][O:33][CH2:32][CH2:31]3)=[O:26])[N:21]=1)=[CH:5]2. The yield is 0.260. (3) The reactants are [CH:1](=[N:8]/[OH:9])/[C:2]1[CH:7]=[CH:6][CH:5]=[CH:4][CH:3]=1.[Cl:10]N1C(=O)CCC1=O. The catalyst is CN(C=O)C. The product is [OH:9]/[N:8]=[C:1](\[Cl:10])/[C:2]1[CH:7]=[CH:6][CH:5]=[CH:4][CH:3]=1. The yield is 0.870.